Task: Predict the reactants needed to synthesize the given product.. Dataset: Full USPTO retrosynthesis dataset with 1.9M reactions from patents (1976-2016) (1) The reactants are: C(OC(=O)[NH:7][CH2:8][C:9]1[CH:14]=[CH:13][C:12]([NH2:15])=[CH:11][CH:10]=1)(C)(C)C.C(OC([NH:24][CH2:25][CH2:26][CH2:27][CH2:28][C@H:29]([NH:33][C:34]([O:36][CH2:37][CH:38]1[C:50]2[CH:49]=[CH:48][CH:47]=[CH:46][C:45]=2[C:44]2[C:39]1=[CH:40][CH:41]=[CH:42][CH:43]=2)=[O:35])[C:30](O)=[O:31])=O)(C)(C)C. Given the product [CH:40]1[C:39]2[CH:38]([CH2:37][O:36][C:34](=[O:35])[NH:33][C@H:29]([C:30](=[O:31])[NH:15][C:12]3[CH:11]=[CH:10][C:9]([CH2:8][NH2:7])=[CH:14][CH:13]=3)[CH2:28][CH2:27][CH2:26][CH2:25][NH2:24])[C:50]3[C:45](=[CH:46][CH:47]=[CH:48][CH:49]=3)[C:44]=2[CH:43]=[CH:42][CH:41]=1, predict the reactants needed to synthesize it. (2) Given the product [CH3:29][S:30]([OH:33])(=[O:32])=[O:31].[Cl:1][C:2]1[N:7]=[CH:6][C:5]([CH2:8][N:9]2[C:13]([CH3:14])=[C:12]([C:15]3[CH:20]=[CH:19][C:18]([C:21]#[N:22])=[CH:17][CH:16]=3)[C:11]([C:23]#[N:24])=[C:10]2[CH2:25][CH3:26])=[CH:4][C:3]=1[CH2:27][OH:28], predict the reactants needed to synthesize it. The reactants are: [Cl:1][C:2]1[N:7]=[CH:6][C:5]([CH2:8][N:9]2[C:13]([CH3:14])=[C:12]([C:15]3[CH:20]=[CH:19][C:18]([C:21]#[N:22])=[CH:17][CH:16]=3)[C:11]([C:23]#[N:24])=[C:10]2[CH2:25][CH3:26])=[CH:4][C:3]=1[CH2:27][OH:28].[CH3:29][S:30]([OH:33])(=[O:32])=[O:31]. (3) Given the product [CH3:29][O:30][CH2:2][C:3]1[CH:28]=[CH:27][C:6]2[N:7]3[C:24]([C:25]#[N:26])=[CH:23][CH:22]=[C:8]3[C:9]3([CH2:11][CH2:12][NH:13][CH2:14][CH2:15]3)[O:10][C:5]=2[CH:4]=1, predict the reactants needed to synthesize it. The reactants are: Br[CH2:2][C:3]1[CH:28]=[CH:27][C:6]2[N:7]3[C:24]([C:25]#[N:26])=[CH:23][CH:22]=[C:8]3[C:9]3([CH2:15][CH2:14][N:13](C(=O)C(F)(F)F)[CH2:12][CH2:11]3)[O:10][C:5]=2[CH:4]=1.[CH3:29][O-:30].[Na+]. (4) Given the product [CH:23]1([CH:27]([NH:29][C:18]([C:15]2[S:14][C:13]([NH:12][C:10]([O:9][C:7]([CH3:21])([CH3:8])[CH3:6])=[O:11])=[N:17][CH:16]=2)=[O:19])[CH3:28])[CH2:26][CH2:25][CH2:24]1, predict the reactants needed to synthesize it. The reactants are: C1COCC1.[CH3:6][C:7]([CH3:21])([O:9][C:10]([NH:12][C:13]1[S:14][C:15]([C:18](Cl)=[O:19])=[CH:16][N:17]=1)=[O:11])[CH3:8].Cl.[CH:23]1([CH:27]([NH2:29])[CH3:28])[CH2:26][CH2:25][CH2:24]1.Cl. (5) Given the product [Cl:1][C:2]1[N:7]=[C:6]([C:8]2[S:12][C:11]([N:13]3[CH2:14][CH2:15][O:16][CH2:17][CH2:18]3)=[N:10][C:9]=2[C:19]2[C:20]([O:26][CH3:27])=[C:21]([NH:22][S:36]([C:30]3[C:31]([F:35])=[CH:32][CH:33]=[CH:34][C:29]=3[F:28])(=[O:38])=[O:37])[CH:23]=[CH:24][CH:25]=2)[CH:5]=[CH:4][N:3]=1, predict the reactants needed to synthesize it. The reactants are: [Cl:1][C:2]1[N:7]=[C:6]([C:8]2[S:12][C:11]([N:13]3[CH2:18][CH2:17][O:16][CH2:15][CH2:14]3)=[N:10][C:9]=2[C:19]2[C:20]([O:26][CH3:27])=[C:21]([CH:23]=[CH:24][CH:25]=2)[NH2:22])[CH:5]=[CH:4][N:3]=1.[F:28][C:29]1[CH:34]=[CH:33][CH:32]=[C:31]([F:35])[C:30]=1[S:36](Cl)(=[O:38])=[O:37]. (6) Given the product [CH3:34][CH2:33][CH2:32][CH2:31][CH2:30][O:35][C:36]([NH:20][C:19]1[C:21]([F:23])=[CH:22][N:15]([C@@H:6]2[O:7][C@H:8]([CH3:14])[C@@H:9]([OH:10])[C@H:5]2[OH:4])[C:16](=[O:17])[N:18]=1)=[O:37], predict the reactants needed to synthesize it. The reactants are: C([O:4][C@@H:5]1[C@H:9]([O:10]C(=O)C)[C@@H:8]([CH3:14])[O:7][C@H:6]1[N:15]1[CH:22]=[C:21]([F:23])[C:19]([NH2:20])=[N:18][C:16]1=[O:17])(=O)C.N1C=CC=CC=1.[CH2:30]([O:35][C:36](Cl)=[O:37])[CH2:31][CH2:32][CH2:33][CH3:34].[OH-].[Na+].C(O)(=O)CC(CC(O)=O)(C(O)=O)O.